From a dataset of Catalyst prediction with 721,799 reactions and 888 catalyst types from USPTO. Predict which catalyst facilitates the given reaction. (1) Reactant: [H-].[Na+].[I:3][C:4]1[CH:5]=[N:6][NH:7][CH:8]=1.[CH2:9](Br)[CH2:10][CH2:11][CH2:12][CH2:13][CH2:14][CH2:15][CH3:16].O. Product: [I:3][C:4]1[CH:5]=[N:6][N:7]([CH2:9][CH2:10][CH2:11][CH2:12][CH2:13][CH2:14][CH2:15][CH3:16])[CH:8]=1. The catalyst class is: 9. (2) Reactant: C(N(C(C)C)CC)(C)C.[C:10]1([C:24]2[CH:29]=[CH:28][CH:27]=[CH:26][CH:25]=2)[CH:15]=[CH:14][C:13]([CH2:16][CH2:17][CH:18]([OH:23])[CH2:19][C:20]([OH:22])=O)=[CH:12][CH:11]=1.F[P-](F)(F)(F)(F)F.N1(OC(N(C)C)=[N+](C)C)C2N=CC=CC=2N=N1.[S:54]1[CH2:58][CH2:57][NH:56][CH2:55]1. Product: [C:10]1([C:24]2[CH:29]=[CH:28][CH:27]=[CH:26][CH:25]=2)[CH:11]=[CH:12][C:13]([CH2:16][CH2:17][CH:18]([OH:23])[CH2:19][C:20]([N:56]2[CH2:57][CH2:58][S:54][CH2:55]2)=[O:22])=[CH:14][CH:15]=1. The catalyst class is: 9. (3) Reactant: [NH:1]1[CH2:5][CH2:4][C@H:3]([NH:6][C:7](=[O:13])[O:8][C:9]([CH3:12])([CH3:11])[CH3:10])[CH2:2]1.[F:14][C:15]([F:28])([F:27])[O:16][C:17]1[CH:22]=[CH:21][C:20]([CH2:23][C:24](O)=[O:25])=[CH:19][CH:18]=1.CCN=C=NCCCN(C)C.Cl. Product: [F:14][C:15]([F:27])([F:28])[O:16][C:17]1[CH:18]=[CH:19][C:20]([CH2:23][C:24]([N:1]2[CH2:5][CH2:4][C@H:3]([NH:6][C:7](=[O:13])[O:8][C:9]([CH3:10])([CH3:12])[CH3:11])[CH2:2]2)=[O:25])=[CH:21][CH:22]=1. The catalyst class is: 1. (4) Reactant: [CH3:1][O:2][C:3](=[O:31])[C@@H:4]1[CH2:8][CH:7]([N:9]=[N+]=[N-])[CH2:6][N:5]1[C:12](=[O:30])[CH2:13][CH2:14][C:15]1[CH:20]=[CH:19][C:18]([CH2:21][NH:22][C:23]([O:25][C:26]([CH3:29])([CH3:28])[CH3:27])=[O:24])=[CH:17][CH:16]=1. Product: [CH3:1][O:2][C:3](=[O:31])[C@@H:4]1[CH2:8][CH:7]([NH2:9])[CH2:6][N:5]1[C:12](=[O:30])[CH2:13][CH2:14][C:15]1[CH:20]=[CH:19][C:18]([CH2:21][NH:22][C:23]([O:25][C:26]([CH3:27])([CH3:28])[CH3:29])=[O:24])=[CH:17][CH:16]=1. The catalyst class is: 19. (5) Reactant: [NH2:1][C:2]1[CH:7]=[CH:6][C:5]([C:8]2[C:16]3[C:11](=[CH:12][C:13]([F:17])=[CH:14][CH:15]=3)[N:10]([S:18]([C:21]3[CH:26]=[CH:25][CH:24]=[CH:23][CH:22]=3)(=[O:20])=[O:19])[CH:9]=2)=[CH:4][C:3]=1[NH:27][C:28](=O)[CH2:29][Cl:30].NC1C=C(C2C3C(=CC(F)=CC=3)N(S(C3C=CC=CC=3)(=O)=O)C=2)C=CC=1NC(=O)CCl. Product: [C:21]1([S:18]([N:10]2[C:11]3[C:16](=[CH:15][CH:14]=[C:13]([F:17])[CH:12]=3)[C:8]([C:5]3[CH:6]=[CH:7][C:2]4[N:1]=[C:28]([CH2:29][Cl:30])[NH:27][C:3]=4[CH:4]=3)=[CH:9]2)(=[O:20])=[O:19])[CH:26]=[CH:25][CH:24]=[CH:23][CH:22]=1. The catalyst class is: 52. (6) Reactant: CC(CCCCCCCCC(N[C@H]1[C@H](OC2C3OC4C=CC([C@@H](O)[C@@H]5NC(=O)[C@H](NC([C@@H]6N[C:64]([C@H:66]7NC(=O)[C@@H](CC8C=CC(OC=2C=C6C=3)=CC=8)N[C:84](=O)[C@H:83](NC)[C:78]2[CH:79]=[CH:80][C:81](O)=[C:76](C=2)[O:75][C:69]2[CH:70]=[C:71](O)[C:72](Cl)=[C:67]7[CH:68]=2)=O)=O)C2C=CC(O)=C(C=2)C2C(O[C@H]3O[C@H](CO)[C@@H](O)[C@H](O)[C@@H]3O)=CC(O)=CC=2[C@@H](C(NCCCN(C)C)=O)NC5=O)=CC=4Cl)O[C@H](C(O)=O)[C@@H](O)[C@@H]1O)=O)C.[CH:129]1[C:138]2[C:133](=[CH:134][CH:135]=[CH:136][CH:137]=2)[CH:132]=[CH:131][C:130]=1B(O)O.[C:142](=[O:145])([O-])[O-].[Na+].[Na+]. Product: [CH2:76]([O:75][C:69]1[C:68]([C:130]2[CH:131]=[CH:132][C:133]3[C:138](=[CH:137][CH:136]=[CH:135][CH:134]=3)[CH:129]=2)=[C:67]2[C:72](=[CH:71][CH:70]=1)[C:142](=[O:145])[CH2:64][CH2:66]2)[C:81]1[CH:80]=[CH:79][CH:78]=[CH:83][CH:84]=1. The catalyst class is: 73.